Task: Binary Classification. Given a drug SMILES string, predict its activity (active/inactive) in a high-throughput screening assay against a specified biological target.. Dataset: Cav3 T-type calcium channel HTS with 100,875 compounds (1) The drug is Clc1ccc(OCC(=O)N2CC3(ON=C(C3)c3cc(NC(=O)/C=C/C=C/C)ccc3)CC2C(=O)N)cc1. The result is 0 (inactive). (2) The molecule is Clc1ccc(OCC2OC3(OC2)c2c(N(C3=O)C)cccc2)cc1. The result is 0 (inactive). (3) The drug is S(c1c2c(n(Cc3ccccc3)c1)cccc2)CC(=O)Nc1sc(nn1)C. The result is 0 (inactive). (4) The drug is OC(=O)CCn1c2c(nc1CC)cccc2. The result is 0 (inactive). (5) The result is 0 (inactive). The compound is S(CC(=O)N1CCCc2c1cccc2)c1snc(SC)n1. (6) The molecule is N\1(CCCCCC1=N\c1c(cc(cc1)C)C#N)C. The result is 0 (inactive). (7) The compound is S(=O)(=O)(N1CCCC1)c1cc(c2nn3Cc4c(c3n2)cccc4)ccc1. The result is 0 (inactive). (8) The molecule is P(=O)(CCCC)(COCCCC)COCCCC. The result is 0 (inactive). (9) The drug is O=C(NC12CC3CC(C1)CC(C2)C3)COC(=O)c1c(n(nc1C)c1ccccc1)C. The result is 1 (active).